Dataset: Forward reaction prediction with 1.9M reactions from USPTO patents (1976-2016). Task: Predict the product of the given reaction. (1) Given the reactants [CH3:1][C:2]1[C:3]([NH:8][C:9]2[C:18]3[C:13](=[CH:14][C:15]([O:26][CH3:27])=[C:16]([S:19][CH:20]4[CH2:25][CH2:24][O:23][CH2:22][CH2:21]4)[CH:17]=3)[N:12]=[CH:11][CH:10]=2)=[N:4][NH:5][C:6]=1[CH3:7].[OH:28]OS([O-])=O.[K+].[OH2:34], predict the reaction product. The product is: [CH3:1][C:2]1[C:3]([NH:8][C:9]2[C:18]3[C:13](=[CH:14][C:15]([O:26][CH3:27])=[C:16]([S:19]([CH:20]4[CH2:25][CH2:24][O:23][CH2:22][CH2:21]4)(=[O:28])=[O:34])[CH:17]=3)[N:12]=[CH:11][CH:10]=2)=[N:4][NH:5][C:6]=1[CH3:7]. (2) The product is: [CH2:33]([S:40][C:2]1[N:11]=[C:10]2[N:4]([CH2:5][CH2:6][C:7]3[CH:23]=[CH:22][CH:21]=[CH:20][C:8]=3[CH:9]2[O:12][CH:13]2[CH2:18][CH2:17][N:16]([CH3:19])[CH2:15][CH2:14]2)[CH:3]=1)[C:34]1[CH:39]=[CH:38][CH:37]=[CH:36][CH:35]=1. Given the reactants I[C:2]1[N:11]=[C:10]2[N:4]([CH2:5][CH2:6][C:7]3[CH:23]=[CH:22][CH:21]=[CH:20][C:8]=3[CH:9]2[O:12][CH:13]2[CH2:18][CH2:17][N:16]([CH3:19])[CH2:15][CH2:14]2)[CH:3]=1.CCN(C(C)C)C(C)C.[CH2:33]([SH:40])[C:34]1[CH:39]=[CH:38][CH:37]=[CH:36][CH:35]=1.CC1(C)C2C(=C(P(C3C=CC=CC=3)C3C=CC=CC=3)C=CC=2)OC2C(P(C3C=CC=CC=3)C3C=CC=CC=3)=CC=CC1=2.N, predict the reaction product.